Dataset: Reaction yield outcomes from USPTO patents with 853,638 reactions. Task: Predict the reaction yield, written as a fraction of the theoretical maximum amount of product (1.0 means a 100% yield; for example, 0.34 means a 34% yield). (1) The reactants are [Br:1][C:2]1[CH:9]=[CH:8][CH:7]=[C:6](F)[C:3]=1C=O.[SH:11][CH2:12][C:13](O)=O.[OH-:16].[K+].CN(C)[CH:20]=[O:21]. No catalyst specified. The product is [Br:1][C:2]1[CH:3]=[CH:6][C:7]2[CH:8]=[C:9]([C:20]([OH:21])=[O:16])[S:11][C:12]=2[CH:13]=1. The yield is 0.760. (2) The reactants are CO[C:3]([C:5]1[NH:6][N:7]=[C:8]([O:10][CH2:11][C:12]2[C:13]([C:18]3[CH:23]=[CH:22][C:21]([F:24])=[CH:20][CH:19]=3)=[N:14][O:15][C:16]=2[CH3:17])[CH:9]=1)=[O:4].[CH:25]([NH2:28])([CH3:27])[CH3:26]. No catalyst specified. The product is [CH:25]([NH:28][C:3]([C:5]1[NH:6][N:7]=[C:8]([O:10][CH2:11][C:12]2[C:13]([C:18]3[CH:19]=[CH:20][C:21]([F:24])=[CH:22][CH:23]=3)=[N:14][O:15][C:16]=2[CH3:17])[CH:9]=1)=[O:4])([CH3:27])[CH3:26]. The yield is 0.460. (3) The reactants are [CH2:1]([OH:8])[C:2]1[CH:7]=[CH:6][CH:5]=[CH:4][CH:3]=1.[H-].[Na+].[H][H].Cl[C:14]1[C:15]([C:21]#[N:22])=[N:16][CH:17]=[C:18](Cl)[CH:19]=1. The catalyst is C1COCC1. The product is [CH2:1]([O:8][C:14]1[C:15]([C:21]#[N:22])=[N:16][CH:17]=[C:18]([O:8][CH2:1][C:2]2[CH:7]=[CH:6][CH:5]=[CH:4][CH:3]=2)[CH:19]=1)[C:2]1[CH:7]=[CH:6][CH:5]=[CH:4][CH:3]=1. The yield is 0.940.